From a dataset of TCR-epitope binding with 47,182 pairs between 192 epitopes and 23,139 TCRs. Binary Classification. Given a T-cell receptor sequence (or CDR3 region) and an epitope sequence, predict whether binding occurs between them. (1) The epitope is FPRPWLHGL. The TCR CDR3 sequence is CASSLWAGETEAFF. Result: 1 (the TCR binds to the epitope). (2) The epitope is HTDFSSEIIGY. The TCR CDR3 sequence is CAFPKGGAMGTEAFF. Result: 0 (the TCR does not bind to the epitope). (3) The epitope is WICLLQFAY. The TCR CDR3 sequence is CASSLAGQGDDEQYF. Result: 1 (the TCR binds to the epitope). (4) The epitope is KLWAQCVQL. The TCR CDR3 sequence is CASSAGTVDWNEQFF. Result: 1 (the TCR binds to the epitope). (5) Result: 1 (the TCR binds to the epitope). The TCR CDR3 sequence is CSVKPGLAGSDTQYF. The epitope is MPASWVMRI. (6) The epitope is KLWAQCVQL. The TCR CDR3 sequence is CASSPASGPSTDTQYF. Result: 1 (the TCR binds to the epitope). (7) The epitope is LLFGYPVYV. The TCR CDR3 sequence is CASSSRTGYDGYTF. Result: 0 (the TCR does not bind to the epitope).